This data is from Peptide-MHC class I binding affinity with 185,985 pairs from IEDB/IMGT. The task is: Regression. Given a peptide amino acid sequence and an MHC pseudo amino acid sequence, predict their binding affinity value. This is MHC class I binding data. (1) The peptide sequence is VSTVLTSKY. The MHC is Mamu-A02 with pseudo-sequence Mamu-A02. The binding affinity (normalized) is 1.00. (2) The peptide sequence is RPDTRHLRVL. The MHC is HLA-B07:02 with pseudo-sequence HLA-B07:02. The binding affinity (normalized) is 0.773. (3) The peptide sequence is AISYCRAFI. The MHC is HLA-A02:03 with pseudo-sequence HLA-A02:03. The binding affinity (normalized) is 0.538. (4) The peptide sequence is FLKVPAQNA. The MHC is HLA-A02:01 with pseudo-sequence HLA-A02:01. The binding affinity (normalized) is 0.138. (5) The peptide sequence is IVEHLRDQSI. The MHC is HLA-A02:01 with pseudo-sequence HLA-A02:01. The binding affinity (normalized) is 0. (6) The peptide sequence is YVIKVSARV. The MHC is Mamu-B8301 with pseudo-sequence Mamu-B8301. The binding affinity (normalized) is 0. (7) The peptide sequence is KIKQDVRDKR. The MHC is HLA-A11:01 with pseudo-sequence HLA-A11:01. The binding affinity (normalized) is 0.167.